From a dataset of Forward reaction prediction with 1.9M reactions from USPTO patents (1976-2016). Predict the product of the given reaction. (1) Given the reactants [Cl:1][C:2]1[C:10]2[N:9]=[C:8]([NH:11][C:12]3[CH:17]=[CH:16][C:15]([Cl:18])=[CH:14][CH:13]=3)[N:7]([CH2:19][CH2:20][CH2:21][CH2:22]O)[C:6]=2[C:5]([CH:24]([CH2:27][CH3:28])[CH2:25][CH3:26])=[CH:4][CH:3]=1.C1(P(C2C=CC=CC=2)C2C=CC=CC=2)C=CC=CC=1.N(C(OC(C)C)=O)=NC(OC(C)C)=O, predict the reaction product. The product is: [Cl:1][C:2]1[C:10]2[N:9]=[C:8]3[N:11]([C:12]4[CH:17]=[CH:16][C:15]([Cl:18])=[CH:14][CH:13]=4)[CH2:22][CH2:21][CH2:20][CH2:19][N:7]3[C:6]=2[C:5]([CH:24]([CH2:27][CH3:28])[CH2:25][CH3:26])=[CH:4][CH:3]=1. (2) Given the reactants [CH2:1]([N:3]1[C:7]2=[N:8][C:9]([CH2:48][CH3:49])=[C:10]([CH2:19][NH:20][C:21]([C:23]3[CH:28]=[CH:27][CH:26]=[C:25]([C:29]([NH:31][CH2:32][C:33]4[CH:34]=[C:35]([C:40]5[CH:45]=[CH:44][CH:43]=[C:42]([CH:46]=O)[CH:41]=5)[C:36]([F:39])=[CH:37][CH:38]=4)=[O:30])[CH:24]=3)=[O:22])[C:11]([NH:12][CH:13]3[CH2:18][CH2:17][O:16][CH2:15][CH2:14]3)=[C:6]2[CH:5]=[N:4]1)[CH3:2].[CH3:50][N:51]1[CH2:56][CH2:55][NH:54][CH2:53][CH:52]1[CH3:57].C(O[BH-](OC(=O)C)OC(=O)C)(=O)C.[Na+].CC(O)=O, predict the reaction product. The product is: [CH2:1]([N:3]1[C:7]2=[N:8][C:9]([CH2:48][CH3:49])=[C:10]([CH2:19][NH:20][C:21]([C:23]3[CH:28]=[CH:27][CH:26]=[C:25]([C:29]([NH:31][CH2:32][C:33]4[CH:34]=[C:35]([C:40]5[CH:45]=[CH:44][CH:43]=[C:42]([CH2:46][N:54]6[CH2:55][CH2:56][N:51]([CH3:50])[CH:52]([CH3:57])[CH2:53]6)[CH:41]=5)[C:36]([F:39])=[CH:37][CH:38]=4)=[O:30])[CH:24]=3)=[O:22])[C:11]([NH:12][CH:13]3[CH2:18][CH2:17][O:16][CH2:15][CH2:14]3)=[C:6]2[CH:5]=[N:4]1)[CH3:2].